This data is from Reaction yield outcomes from USPTO patents with 853,638 reactions. The task is: Predict the reaction yield, written as a fraction of the theoretical maximum amount of product (1.0 means a 100% yield; for example, 0.34 means a 34% yield). (1) The product is [F:1][C:2]([F:9])([F:8])[CH2:3][CH2:4][C:5](=[O:10])[CH:6]=[O:7]. The reactants are [F:1][C:2]([F:9])([F:8])[CH2:3][CH2:4][CH2:5][CH:6]=[O:7].[O:10]1CCOCC1.[Se](=O)=O.O. The yield is 1.00. The catalyst is C(O)(=O)C. (2) The product is [Br:9][CH2:1][C:2]1[CH:3]=[C:4]([C:7]#[N:8])[S:5][CH:6]=1. The reactants are [CH3:1][C:2]1[CH:3]=[C:4]([C:7]#[N:8])[S:5][CH:6]=1.[Br:9]N1C(=O)CCC1=O.CC(N=NC(C#N)(C)C)(C#N)C.O. The yield is 0.490. The catalyst is C(Cl)(Cl)(Cl)Cl.